Dataset: Catalyst prediction with 721,799 reactions and 888 catalyst types from USPTO. Task: Predict which catalyst facilitates the given reaction. (1) Reactant: [S-:1][C:2]#[N:3].[K+].[NH2:5][C:6]1[CH:7]=[CH:8][C:9]([O:12][C:13]2[CH:14]=[C:15]([NH:20][C:21](=[O:30])[O:22][CH2:23][C:24]3[CH:29]=[CH:28][CH:27]=[CH:26][CH:25]=3)[CH:16]=[CH:17][C:18]=2[CH3:19])=[N:10][CH:11]=1.BrBr. Product: [NH2:3][C:2]1[S:1][C:11]2[C:6]([N:5]=1)=[CH:7][CH:8]=[C:9]([O:12][C:13]1[CH:14]=[C:15]([NH:20][C:21](=[O:30])[O:22][CH2:23][C:24]3[CH:25]=[CH:26][CH:27]=[CH:28][CH:29]=3)[CH:16]=[CH:17][C:18]=1[CH3:19])[N:10]=2. The catalyst class is: 15. (2) Reactant: [N+:1]([C:4]1[CH:8]=[N:7][N:6]2[CH2:9][CH2:10][NH:11][C:5]=12)([O-])=O.[S:12](=[O:16])(=[O:15])([OH:14])[OH:13]. Product: [S:12](=[O:14])(=[O:13])([OH:16])[OH:15].[NH2:1][C:4]1[CH:8]=[N:7][N:6]2[CH2:9][CH2:10][NH:11][C:5]=12. The catalyst class is: 386. (3) Reactant: [NH2:1][CH2:2][C:3]1[CH:4]=[CH:5][C:6]([Cl:26])=[C:7]([N:9]2[C:13](=[O:14])[NH:12][C:11]([C:15]3[CH:20]=[CH:19][C:18]([C:21]#[C:22][CH:23]4[CH2:25][CH2:24]4)=[CH:17][CH:16]=3)=[N:10]2)[CH:8]=1.C[O:28][CH2:29][C:30]([CH3:35])([CH3:34])[C:31](O)=[O:32].F[P-](F)(F)(F)(F)F.N1(O[P+](N(C)C)(N(C)C)N(C)C)C2C=CC=CC=2N=N1. Product: [Cl:26][C:6]1[CH:5]=[CH:4][C:3]([CH2:2][NH:1][C:29](=[O:28])[C:30]([CH3:35])([CH3:34])[CH2:31][OH:32])=[CH:8][C:7]=1[N:9]1[C:13](=[O:14])[NH:12][C:11]([C:15]2[CH:20]=[CH:19][C:18]([C:21]#[C:22][CH:23]3[CH2:25][CH2:24]3)=[CH:17][CH:16]=2)=[N:10]1. The catalyst class is: 3. (4) Reactant: [F:1][C:2]1[C:3]([CH:8]=[N:9][OH:10])=[N:4][CH:5]=[CH:6][CH:7]=1.[Cl:11]N1C(=O)CCC1=O. Product: [F:1][C:2]1[C:3]([C:8]([Cl:11])=[N:9][OH:10])=[N:4][CH:5]=[CH:6][CH:7]=1. The catalyst class is: 3. (5) Reactant: [F:1][C:2]1[CH:12]=[CH:11][CH:10]=[C:9]([F:13])[C:3]=1[C:4]([N:6]=[C:7]=[O:8])=[O:5].[F:14][C:15]1[CH:22]=[C:21]([S:23][CH2:24][C:25]#[CH:26])[CH:20]=[CH:19][C:16]=1[NH:17][CH3:18]. Product: [F:1][C:2]1[CH:12]=[CH:11][CH:10]=[C:9]([F:13])[C:3]=1[C:4]([NH:6][C:7](=[O:8])[N:17]([C:16]1[CH:19]=[CH:20][C:21]([S:23][CH2:24][C:25]#[CH:26])=[CH:22][C:15]=1[F:14])[CH3:18])=[O:5]. The catalyst class is: 27.